This data is from Reaction yield outcomes from USPTO patents with 853,638 reactions. The task is: Predict the reaction yield, written as a fraction of the theoretical maximum amount of product (1.0 means a 100% yield; for example, 0.34 means a 34% yield). (1) The reactants are [CH:1]1([NH:8][C:9]2[N:14]=[C:13]([NH:15][CH2:16][CH:17]3[CH2:21][CH2:20][CH2:19][N:18]3[CH2:22][CH3:23])[N:12]=[C:11]([NH:24][C:25]3[CH:30]=[CH:29][C:28]([O:31][CH3:32])=[C:27]([F:33])[CH:26]=3)[N:10]=2)[CH2:7][CH2:6][CH2:5][CH2:4][CH2:3][CH2:2]1.[ClH:34]. The catalyst is CO. The product is [ClH:34].[CH:1]1([NH:8][C:9]2[N:14]=[C:13]([NH:15][CH2:16][CH:17]3[CH2:21][CH2:20][CH2:19][N:18]3[CH2:22][CH3:23])[N:12]=[C:11]([NH:24][C:25]3[CH:30]=[CH:29][C:28]([O:31][CH3:32])=[C:27]([F:33])[CH:26]=3)[N:10]=2)[CH2:7][CH2:6][CH2:5][CH2:4][CH2:3][CH2:2]1. The yield is 0.970. (2) The reactants are [C:1]([O:5][C:6](=[O:29])[CH2:7][C@@H:8]([CH2:17]OS(C1C=CC(C)=CC=1)(=O)=O)[CH2:9][C@H:10]([CH3:16])[CH2:11][CH2:12][CH2:13][CH2:14][CH3:15])([CH3:4])([CH3:3])[CH3:2].[N-:30]=[N+:31]=[N-:32].[Na+].CS(C)=O. The catalyst is CCOC(C)=O. The product is [C:1]([O:5][C:6](=[O:29])[CH2:7][C@@H:8]([CH2:17][N:30]=[N+:31]=[N-:32])[CH2:9][C@H:10]([CH3:16])[CH2:11][CH2:12][CH2:13][CH2:14][CH3:15])([CH3:4])([CH3:3])[CH3:2]. The yield is 0.890. (3) The reactants are [CH:1]([N:4]1[C:8]([C:9]2[N:18]=[C:17]3[N:11]([CH2:12][CH2:13][O:14][C:15]4[CH:22]=[C:21]([CH:23]5[CH2:28][CH2:27][N:26]([C:29]([CH3:33])([CH3:32])[C:30]#[N:31])[CH2:25][CH2:24]5)[CH:20]=[CH:19][C:16]=43)[CH:10]=2)=[N:7][C:6]([CH3:34])=[N:5]1)([CH3:3])[CH3:2].S(=O)(=O)(O)[OH:36]. The catalyst is C(=O)([O-])[O-].[Na+].[Na+]. The product is [CH:1]([N:4]1[C:8]([C:9]2[N:18]=[C:17]3[C:16]4[CH:19]=[CH:20][C:21]([CH:23]5[CH2:28][CH2:27][N:26]([C:29]([CH3:32])([CH3:33])[C:30]([NH2:31])=[O:36])[CH2:25][CH2:24]5)=[CH:22][C:15]=4[O:14][CH2:13][CH2:12][N:11]3[CH:10]=2)=[N:7][C:6]([CH3:34])=[N:5]1)([CH3:3])[CH3:2]. The yield is 0.0900.